Dataset: NCI-60 drug combinations with 297,098 pairs across 59 cell lines. Task: Regression. Given two drug SMILES strings and cell line genomic features, predict the synergy score measuring deviation from expected non-interaction effect. (1) Drug 1: CN(C)C1=NC(=NC(=N1)N(C)C)N(C)C. Drug 2: C1=CN(C(=O)N=C1N)C2C(C(C(O2)CO)O)O.Cl. Cell line: 786-0. Synergy scores: CSS=20.6, Synergy_ZIP=-5.43, Synergy_Bliss=-4.24, Synergy_Loewe=-81.7, Synergy_HSA=-6.60. (2) Synergy scores: CSS=4.09, Synergy_ZIP=3.86, Synergy_Bliss=-1.53, Synergy_Loewe=-0.109, Synergy_HSA=-0.957. Drug 1: CCN(CC)CCNC(=O)C1=C(NC(=C1C)C=C2C3=C(C=CC(=C3)F)NC2=O)C. Cell line: 786-0. Drug 2: CS(=O)(=O)OCCCCOS(=O)(=O)C. (3) Drug 1: CC12CCC(CC1=CCC3C2CCC4(C3CC=C4C5=CN=CC=C5)C)O. Drug 2: CC(C)(C#N)C1=CC(=CC(=C1)CN2C=NC=N2)C(C)(C)C#N. Cell line: MCF7. Synergy scores: CSS=8.04, Synergy_ZIP=1.40, Synergy_Bliss=2.63, Synergy_Loewe=1.58, Synergy_HSA=1.91. (4) Drug 1: C1=NC2=C(N=C(N=C2N1C3C(C(C(O3)CO)O)F)Cl)N. Drug 2: CCC1(C2=C(COC1=O)C(=O)N3CC4=CC5=C(C=CC(=C5CN(C)C)O)N=C4C3=C2)O.Cl. Cell line: MCF7. Synergy scores: CSS=7.74, Synergy_ZIP=-2.52, Synergy_Bliss=3.83, Synergy_Loewe=-11.3, Synergy_HSA=-2.06. (5) Drug 1: CC1=C(C(=CC=C1)Cl)NC(=O)C2=CN=C(S2)NC3=CC(=NC(=N3)C)N4CCN(CC4)CCO. Drug 2: CC1C(C(CC(O1)OC2CC(OC(C2O)C)OC3=CC4=CC5=C(C(=O)C(C(C5)C(C(=O)C(C(C)O)O)OC)OC6CC(C(C(O6)C)O)OC7CC(C(C(O7)C)O)OC8CC(C(C(O8)C)O)(C)O)C(=C4C(=C3C)O)O)O)O. Cell line: NCI-H226. Synergy scores: CSS=27.5, Synergy_ZIP=-0.969, Synergy_Bliss=3.20, Synergy_Loewe=-1.13, Synergy_HSA=2.85. (6) Drug 1: C1=CC(=CC=C1CCCC(=O)O)N(CCCl)CCCl. Drug 2: CCCCCOC(=O)NC1=NC(=O)N(C=C1F)C2C(C(C(O2)C)O)O. Cell line: NCI-H460. Synergy scores: CSS=33.9, Synergy_ZIP=-1.30, Synergy_Bliss=-0.640, Synergy_Loewe=-2.56, Synergy_HSA=0.0252. (7) Drug 1: COC1=CC(=CC(=C1O)OC)C2C3C(COC3=O)C(C4=CC5=C(C=C24)OCO5)OC6C(C(C7C(O6)COC(O7)C8=CC=CS8)O)O. Drug 2: CC1=C(C=C(C=C1)NC(=O)C2=CC=C(C=C2)CN3CCN(CC3)C)NC4=NC=CC(=N4)C5=CN=CC=C5. Cell line: HCT-15. Synergy scores: CSS=61.8, Synergy_ZIP=6.95, Synergy_Bliss=7.75, Synergy_Loewe=-13.6, Synergy_HSA=7.68. (8) Drug 2: C1=NC2=C(N1)C(=S)N=CN2. Synergy scores: CSS=30.8, Synergy_ZIP=-1.50, Synergy_Bliss=-1.45, Synergy_Loewe=-18.4, Synergy_HSA=-1.53. Drug 1: C1=CC=C(C=C1)NC(=O)CCCCCCC(=O)NO. Cell line: NCI-H522.